From a dataset of TCR-epitope binding with 47,182 pairs between 192 epitopes and 23,139 TCRs. Binary Classification. Given a T-cell receptor sequence (or CDR3 region) and an epitope sequence, predict whether binding occurs between them. (1) The epitope is RLQSLQTYV. The TCR CDR3 sequence is CASSFLFHTEAFF. Result: 0 (the TCR does not bind to the epitope). (2) The epitope is VLAWLYAAV. The TCR CDR3 sequence is CASSLAVSAQRTGELFF. Result: 1 (the TCR binds to the epitope). (3) The epitope is FLPRVFSAV. The TCR CDR3 sequence is CASSADREDTDTQYF. Result: 1 (the TCR binds to the epitope). (4) The epitope is FPPTSFGPL. The TCR CDR3 sequence is CASSLAGALYTGELFF. Result: 1 (the TCR binds to the epitope). (5) The epitope is RILGAGCFV. The TCR CDR3 sequence is CASSPTSGSLFTNEQFF. Result: 0 (the TCR does not bind to the epitope). (6) The epitope is IVDTVSALV. The TCR CDR3 sequence is CASRIQGAGQPQHF. Result: 0 (the TCR does not bind to the epitope). (7) The epitope is QARQMVQAMRTIGTHP. The TCR CDR3 sequence is CASTSTGQYPEAFF. Result: 1 (the TCR binds to the epitope). (8) The TCR CDR3 sequence is CASSYSETGDFWEQYF. The epitope is KRWIILGLNK. Result: 0 (the TCR does not bind to the epitope). (9) The epitope is EEHVQIHTI. The TCR CDR3 sequence is CATLPSQGVNEQYF. Result: 0 (the TCR does not bind to the epitope). (10) The epitope is KRWIILGLNK. The TCR CDR3 sequence is CASSPGRTSHEQFF. Result: 1 (the TCR binds to the epitope).